This data is from Full USPTO retrosynthesis dataset with 1.9M reactions from patents (1976-2016). The task is: Predict the reactants needed to synthesize the given product. Given the product [C:12]([O:11][C:9]([C:8]1[C:7]([OH:16])=[C:6]([C:24]([F:25])([F:27])[F:26])[CH:5]=[CH:4][C:3]=1[CH2:2][O:46][C:43]1[CH:42]=[CH:41][C:40]([C:38]2[S:39][C:35]([CH2:31][C:32]([OH:34])=[O:33])=[CH:36][N:37]=2)=[CH:45][CH:44]=1)=[O:10])([CH3:13])([CH3:15])[CH3:14], predict the reactants needed to synthesize it. The reactants are: Br[CH2:2][C:3]1[C:8]([C:9]([O:11][C:12]([CH3:15])([CH3:14])[CH3:13])=[O:10])=[C:7]([O:16]C(OC(C)(C)C)=O)[C:6]([C:24]([F:27])([F:26])[F:25])=[CH:5][CH:4]=1.C([CH:31]([C:35]1[S:39][C:38]([C:40]2[CH:45]=[CH:44][C:43]([OH:46])=[CH:42][CH:41]=2)=[N:37][CH:36]=1)[C:32]([O-:34])=[O:33])C=C.